This data is from Forward reaction prediction with 1.9M reactions from USPTO patents (1976-2016). The task is: Predict the product of the given reaction. (1) Given the reactants [F:1][C:2]1[CH:7]=[C:6]([O:8][CH2:9][CH2:10][C@@H:11]2[CH2:13][C@@H:12]2[CH:14]2[CH2:19][CH2:18][N:17]([C:20]3[N:25]=[CH:24][C:23]([CH2:26][O:27][CH3:28])=[CH:22][N:21]=3)[CH2:16][CH2:15]2)[CH:5]=[C:4]([F:29])[C:3]=1[CH2:30][C:31](O)=[O:32].Cl.[NH:35]1[CH2:38][CH:37]([OH:39])[CH2:36]1.C(N(CC)C(C)C)(C)C.CN(C(ON1N=NC2C=CC=NC1=2)=[N+](C)C)C.F[P-](F)(F)(F)(F)F, predict the reaction product. The product is: [F:1][C:2]1[CH:7]=[C:6]([O:8][CH2:9][CH2:10][C@@H:11]2[CH2:13][C@@H:12]2[CH:14]2[CH2:15][CH2:16][N:17]([C:20]3[N:21]=[CH:22][C:23]([CH2:26][O:27][CH3:28])=[CH:24][N:25]=3)[CH2:18][CH2:19]2)[CH:5]=[C:4]([F:29])[C:3]=1[CH2:30][C:31]([N:35]1[CH2:38][CH:37]([OH:39])[CH2:36]1)=[O:32]. (2) The product is: [CH3:4][C:2]([C:5]1[C:10]([NH:11][C:12]([C:14]2[C:23](=[O:24])[C:22]3[CH:21]=[CH:20][CH:19]=[CH:18][C:17]=3[NH:16][CH:15]=2)=[O:13])=[CH:9][C:8]([OH:25])=[C:7]([C:26]([CH3:29])([CH3:28])[CH3:27])[CH:6]=1)([CH3:1])[CH3:3]. Given the reactants [CH3:1][C:2]([C:5]1[C:10]([NH:11][C:12]([C:14]2[C:23](=[O:24])[C:22]3[CH:21]=[CH:20][CH:19]=[CH:18][C:17]=3[NH:16][CH:15]=2)=[O:13])=[CH:9][C:8]([OH:25])=[C:7]([C:26]([CH3:29])([CH3:28])[CH3:27])[CH:6]=1)([CH3:4])[CH3:3].CO, predict the reaction product.